Dataset: Full USPTO retrosynthesis dataset with 1.9M reactions from patents (1976-2016). Task: Predict the reactants needed to synthesize the given product. (1) Given the product [CH3:27][S:28]([O-:31])(=[O:30])=[O:29].[OH:14][C@@:13]([C:21]1[CH:26]=[CH:25][CH:24]=[CH:23][CH:22]=1)([C:15]1[CH:16]=[N:17][CH:18]=[CH:19][CH:20]=1)[C:12]#[C:11][C@:3]1([O:2][CH3:1])[CH:8]2[CH2:9][CH2:10][NH+:5]([CH2:6][CH2:7]2)[CH2:4]1, predict the reactants needed to synthesize it. The reactants are: [CH3:1][O:2][C@@:3]1([C:11]#[C:12][C@:13]([C:21]2[CH:26]=[CH:25][CH:24]=[CH:23][CH:22]=2)([C:15]2[CH:16]=[N:17][CH:18]=[CH:19][CH:20]=2)[OH:14])[CH:8]2[CH2:9][CH2:10][N:5]([CH2:6][CH2:7]2)[CH2:4]1.[CH3:27][S:28]([O:31]CCCC[O:31][S:28]([CH3:27])(=[O:30])=[O:29])(=[O:30])=[O:29].CS(O)(=O)=O. (2) Given the product [N:5]1[CH:6]=[CH:7][CH:8]=[CH:9][C:4]=1[CH2:3][N:18]1[C:26]2[C:21](=[CH:22][CH:23]=[CH:24][CH:25]=2)[C:20]2([C:38]3[CH:37]=[C:36]4[C:31]([N:32]=[CH:33][CH:34]=[N:35]4)=[CH:30][C:29]=3[O:28][CH2:27]2)[C:19]1=[O:39], predict the reactants needed to synthesize it. The reactants are: Br.Br[CH2:3][C:4]1[CH:9]=[CH:8][CH:7]=[CH:6][N:5]=1.BrCC1CCCCO1.[NH:18]1[C:26]2[C:21](=[CH:22][CH:23]=[CH:24][CH:25]=2)[C:20]2([C:38]3[CH:37]=[C:36]4[C:31]([N:32]=[CH:33][CH:34]=[N:35]4)=[CH:30][C:29]=3[O:28][CH2:27]2)[C:19]1=[O:39]. (3) Given the product [Cl:1][C:2]1[C:11]2[C:6](=[CH:7][C:8]([O:19][CH2:21][CH2:22][CH2:23][N:24]3[CH2:28][CH2:27][CH2:26][CH2:25]3)=[CH:9][C:10]=2[O:12][CH:13]2[CH2:14][CH2:15][O:16][CH2:17][CH2:18]2)[N:5]=[CH:4][N:3]=1, predict the reactants needed to synthesize it. The reactants are: [Cl:1][C:2]1[C:11]2[C:6](=[CH:7][C:8]([OH:19])=[CH:9][C:10]=2[O:12][CH:13]2[CH2:18][CH2:17][O:16][CH2:15][CH2:14]2)[N:5]=[CH:4][N:3]=1.O[CH2:21][CH2:22][CH2:23][N:24]1[CH2:28][CH2:27][CH2:26][CH2:25]1. (4) Given the product [Cl:1][C:2]1[CH:3]=[CH:4][C:5]([O:24][CH3:25])=[C:6]([C:8]2[CH:17]3[CH:12]([CH:13]=[CH:14][C:15]([C:18]([F:21])([F:20])[F:19])=[CH:16]3)[NH:11][C:10](=[O:22])[C:9]=2[S:23][CH2:26][CH:28]2[CH2:29][O:30]2)[CH:7]=1, predict the reactants needed to synthesize it. The reactants are: [Cl:1][C:2]1[CH:3]=[CH:4][C:5]([O:24][CH3:25])=[C:6]([C:8]2[CH:17]3[CH:12]([CH:13]=[CH:14][C:15]([C:18]([F:21])([F:20])[F:19])=[CH:16]3)[NH:11][C:10](=[O:22])[C:9]=2[SH:23])[CH:7]=1.[CH2:26]([CH:28]1[O:30][CH2:29]1)Br.[OH-].[Na+].